The task is: Predict the reactants needed to synthesize the given product.. This data is from Full USPTO retrosynthesis dataset with 1.9M reactions from patents (1976-2016). (1) Given the product [Br:21][C:14]1[N:4]2[C:5]3[C:10]([N:11]=[C:2]([Cl:1])[C:3]2=[C:16]([C:17]([F:20])([F:18])[F:19])[N:15]=1)=[CH:9][CH:8]=[C:7]([O:12][CH3:13])[N:6]=3, predict the reactants needed to synthesize it. The reactants are: [Cl:1][C:2]1[C:3]2[N:4]([CH:14]=[N:15][C:16]=2[C:17]([F:20])([F:19])[F:18])[C:5]2[C:10]([N:11]=1)=[CH:9][CH:8]=[C:7]([O:12][CH3:13])[N:6]=2.[Br:21]N1C(=O)CCC1=O.S([O-])([O-])=O.[Na+].[Na+]. (2) Given the product [O:1]1[CH2:5][CH2:4][CH:3]([CH2:6][O:7][C:9]2[CH:18]=[CH:17][C:12]([C:13]([OH:15])=[O:14])=[CH:11][CH:10]=2)[CH2:2]1, predict the reactants needed to synthesize it. The reactants are: [O:1]1[CH2:5][CH2:4][CH:3]([CH2:6][OH:7])[CH2:2]1.O[C:9]1[CH:18]=[CH:17][C:12]([C:13]([O:15]C)=[O:14])=[CH:11][CH:10]=1.C1(P(C2C=CC=CC=2)C2C=CC=CC=2)C=CC=CC=1.N(C(OCC)=O)=NC(OCC)=O.[OH-].[Na+]. (3) The reactants are: [F:1][C:2]([F:17])([F:16])[C:3]([C:5]1[CH:10]=[C:9]([C:11]([F:14])([F:13])[F:12])[CH:8]=[CH:7][C:6]=1Cl)=O.[C:18]([O:22][CH3:23])(=[O:21])[CH2:19][SH:20].C(=O)([O-])[O-].[K+].[K+].CN(C)C=O. Given the product [F:1][C:2]([F:17])([F:16])[C:3]1[C:5]2[CH:10]=[C:9]([C:11]([F:14])([F:13])[F:12])[CH:8]=[CH:7][C:6]=2[S:20][C:19]=1[C:18]([O:22][CH3:23])=[O:21], predict the reactants needed to synthesize it. (4) Given the product [N:18]1([CH2:23][CH2:24][CH2:25][NH:26][C:27]([C:29]2[CH:33]=[C:32]([CH3:34])[NH:31][C:30]=2[CH:35]=[C:10]2[C:9]3[C:13](=[CH:14][CH:15]=[CH:16][C:8]=3[C:5]3[CH:4]=[CH:3][C:2]([F:1])=[CH:7][CH:6]=3)[NH:12][C:11]2=[O:17])=[O:28])[CH2:22][CH2:21][CH2:20][CH2:19]1, predict the reactants needed to synthesize it. The reactants are: [F:1][C:2]1[CH:7]=[CH:6][C:5]([C:8]2[CH:16]=[CH:15][CH:14]=[C:13]3[C:9]=2[CH2:10][C:11](=[O:17])[NH:12]3)=[CH:4][CH:3]=1.[N:18]1([CH2:23][CH2:24][CH2:25][NH:26][C:27]([C:29]2[CH:33]=[C:32]([CH3:34])[NH:31][C:30]=2[CH:35]=O)=[O:28])[CH2:22][CH2:21][CH2:20][CH2:19]1. (5) Given the product [CH3:1][C:2]1[N:7]=[C:6]([CH3:8])[C:5]([C:9]([OH:11])=[O:10])=[CH:4][N:3]=1, predict the reactants needed to synthesize it. The reactants are: [CH3:1][C:2]1[N:7]=[C:6]([CH3:8])[C:5]([C:9]([O:11]CC)=[O:10])=[CH:4][N:3]=1.[OH-].[Na+].Cl. (6) Given the product [Br:1][C:2]1[N:7]=[C:6]2[N:8]([CH3:12])[CH:9]=[C:10]([CH3:11])[C:5]2=[CH:4][CH:3]=1, predict the reactants needed to synthesize it. The reactants are: [Br:1][C:2]1[N:7]=[C:6]2[NH:8][CH:9]=[C:10]([CH3:11])[C:5]2=[CH:4][CH:3]=1.[C:12](=O)([O-])[O-].[Cs+].[Cs+].IC. (7) The reactants are: [NH:1]1[C:9]2[C:4](=[CH:5][C:6]([CH2:10][C:11]([O:13][CH3:14])=[O:12])=[CH:7][CH:8]=2)[CH2:3][CH2:2]1.Cl[C:16]1[C:17]2[CH2:30][S:29][CH2:28][C:18]=2[N:19]=[C:20]([C:22]2[S:23][C:24]([Cl:27])=[CH:25][CH:26]=2)[N:21]=1.C(=O)([O-])[O-].[Cs+].[Cs+].C1C=CC(P(C2C(C3C(P(C4C=CC=CC=4)C4C=CC=CC=4)=CC=C4C=3C=CC=C4)=C3C(C=CC=C3)=CC=2)C2C=CC=CC=2)=CC=1. Given the product [Cl:27][C:24]1[S:23][C:22]([C:20]2[N:21]=[C:16]([N:1]3[C:9]4[C:4](=[CH:5][C:6]([CH2:10][C:11]([O:13][CH3:14])=[O:12])=[CH:7][CH:8]=4)[CH2:3][CH2:2]3)[C:17]3[CH2:30][S:29][CH2:28][C:18]=3[N:19]=2)=[CH:26][CH:25]=1, predict the reactants needed to synthesize it. (8) Given the product [CH:10]1[C:11]2[CH2:12][C:13]3[C:5](=[N:4][CH:3]=[CH:2][CH:1]=3)[C:6]=2[N:7]=[CH:8][CH:9]=1, predict the reactants needed to synthesize it. The reactants are: [CH:1]1[C:13]2[C:12](=O)[C:11]3[C:6](=[N:7][CH:8]=[CH:9][CH:10]=3)[C:5]=2[N:4]=[CH:3][CH:2]=1.O.NN. (9) Given the product [CH2:1]([O:3][CH:4]([O:15][CH2:16][CH3:17])[C:5]1[O:13][C:12]2[C:11]([C:24]3[CH:25]=[C:20]([CH:21]=[CH:22][CH:23]=3)[CH:18]=[O:19])=[CH:10][N:9]=[CH:8][C:7]=2[CH:6]=1)[CH3:2], predict the reactants needed to synthesize it. The reactants are: [CH2:1]([O:3][CH:4]([O:15][CH2:16][CH3:17])[C:5]1[O:13][C:12]2[C:11](I)=[CH:10][N:9]=[CH:8][C:7]=2[CH:6]=1)[CH3:2].[CH:18]([C:20]1[CH:21]=[C:22](B(O)O)[CH:23]=[CH:24][CH:25]=1)=[O:19].C(=O)([O-])[O-].[Na+].[Na+]. (10) Given the product [CH2:5]([O:4][C:2]1[O:3][C:35](=[O:36])[N:26]([C:23]2[CH:22]=[CH:21][C:20]([O:19][C:18]([F:28])([F:29])[F:17])=[CH:25][CH:24]=2)[N:27]=1)[CH2:6][CH2:7][CH2:8][CH2:9][CH2:10][CH2:11][CH2:12][CH2:13][CH2:14][CH2:15][CH3:16], predict the reactants needed to synthesize it. The reactants are: Cl[C:2]([O:4][CH2:5][CH2:6][CH2:7][CH2:8][CH2:9][CH2:10][CH2:11][CH2:12][CH2:13][CH2:14][CH2:15][CH3:16])=[O:3].[F:17][C:18]([F:29])([F:28])[O:19][C:20]1[CH:25]=[CH:24][C:23]([NH:26][NH2:27])=[CH:22][CH:21]=1.CN1[C:35](=[O:36])CCC1.